Predict the reactants needed to synthesize the given product. From a dataset of Full USPTO retrosynthesis dataset with 1.9M reactions from patents (1976-2016). (1) The reactants are: C(N(CC)C(C)C)(C)C.CN(C(ON1N=NC2C=CC=NC1=2)=[N+](C)C)C.F[P-](F)(F)(F)(F)F.[C:34]([O:38][C:39]([NH:41][CH:42]1[CH2:47][CH2:46][N:45]([CH:48]2[CH2:53][CH:52]([C:54]3[CH:59]=[CH:58][CH:57]=[CH:56][CH:55]=3)[CH:51]([C:60]([NH:62][C:63]3[CH:75]=[CH:74][C:66]([C:67]([O:69][C:70]([CH3:73])([CH3:72])[CH3:71])=[O:68])=[CH:65][CH:64]=3)=[O:61])[NH:50][CH2:49]2)[CH2:44][CH2:43]1)=[O:40])([CH3:37])([CH3:36])[CH3:35].[Cl:76][C:77]1[CH:78]=[CH:79][C:80]([N:88]2[CH:92]=[N:91][N:90]=[N:89]2)=[C:81](/[CH:83]=[CH:84]/[C:85](O)=[O:86])[CH:82]=1. Given the product [C:34]([O:38][C:39]([NH:41][CH:42]1[CH2:43][CH2:44][N:45]([CH:48]2[CH2:53][CH:52]([C:54]3[CH:59]=[CH:58][CH:57]=[CH:56][CH:55]=3)[CH:51]([C:60]([NH:62][C:63]3[CH:64]=[CH:65][C:66]([C:67]([O:69][C:70]([CH3:73])([CH3:72])[CH3:71])=[O:68])=[CH:74][CH:75]=3)=[O:61])[N:50]([C:85](=[O:86])/[CH:84]=[CH:83]/[C:81]3[CH:82]=[C:77]([Cl:76])[CH:78]=[CH:79][C:80]=3[N:88]3[CH:92]=[N:91][N:90]=[N:89]3)[CH2:49]2)[CH2:46][CH2:47]1)=[O:40])([CH3:37])([CH3:35])[CH3:36], predict the reactants needed to synthesize it. (2) The reactants are: [NH2:1][C:2]1[CH:10]=[CH:9][C:8]([O:11][C:12]([F:15])([F:14])[F:13])=[CH:7][C:3]=1[C:4]([NH2:6])=O.[Cl-:16].[CH3:17][N:18]1[CH2:23][CH2:22][NH:21][CH2:20][CH2:19]1. Given the product [Cl:16][C:9]1[CH:8]=[CH:7][C:3]([C:4]2[N:6]=[C:4]([N:21]3[CH2:22][CH2:23][N:18]([CH3:17])[CH2:19][CH2:20]3)[C:3]3[C:2](=[CH:10][CH:9]=[C:8]([O:11][C:12]([F:15])([F:14])[F:13])[CH:7]=3)[N:1]=2)=[CH:2][CH:10]=1, predict the reactants needed to synthesize it. (3) Given the product [C:53]([C:52]1[CH:55]=[CH:56][C:49]([CH2:48][NH:47][C:16]([CH:13]2[CH2:12][CH2:11][N:10]([C:4]3[N:3]=[C:2]([CH3:1])[N:7]=[C:6]([NH:8][CH3:9])[N:5]=3)[CH2:15][CH2:14]2)=[O:18])=[C:50]([C:57]([F:58])([F:60])[F:59])[CH:51]=1)#[N:54], predict the reactants needed to synthesize it. The reactants are: [CH3:1][C:2]1[N:7]=[C:6]([NH:8][CH3:9])[N:5]=[C:4]([N:10]2[CH2:15][CH2:14][CH:13]([C:16]([OH:18])=O)[CH2:12][CH2:11]2)[N:3]=1.CCN=C=NCCCN(C)C.C1C=CC2N(O)N=NC=2C=1.CN1CCOCC1.[NH2:47][CH2:48][C:49]1[CH:56]=[CH:55][C:52]([C:53]#[N:54])=[CH:51][C:50]=1[C:57]([F:60])([F:59])[F:58].